Dataset: Reaction yield outcomes from USPTO patents with 853,638 reactions. Task: Predict the reaction yield, written as a fraction of the theoretical maximum amount of product (1.0 means a 100% yield; for example, 0.34 means a 34% yield). (1) The reactants are [C:1]([N:5]1[C:9]([CH3:10])=[C:8]([C:11]([O:13]CC)=[O:12])[CH:7]=[N:6]1)([CH3:4])([CH3:3])[CH3:2].O.[OH-].[Li+].Cl. The catalyst is C(O)C.O.O1CCOCC1.O.CCOCC. The product is [C:1]([N:5]1[C:9]([CH3:10])=[C:8]([C:11]([OH:13])=[O:12])[CH:7]=[N:6]1)([CH3:4])([CH3:2])[CH3:3]. The yield is 0.870. (2) The reactants are [Si]([O:8][CH2:9][C@@H:10]([N:14]1[C:23]2[C:18](=[CH:19][C:20]([NH:26][CH2:27][C:28]3[CH:33]=[CH:32][C:31]([CH3:34])=[CH:30][CH:29]=3)=[C:21]([O:24][CH3:25])[N:22]=2)[C:17](=[O:35])[C:16]([C:36]([O:38]CC)=[O:37])=[CH:15]1)[CH:11]([CH3:13])[CH3:12])(C(C)(C)C)(C)C.O(C)[Na].O. The catalyst is CO. The product is [OH:8][CH2:9][C@@H:10]([N:14]1[C:23]2[C:18](=[CH:19][C:20]([NH:26][CH2:27][C:28]3[CH:29]=[CH:30][C:31]([CH3:34])=[CH:32][CH:33]=3)=[C:21]([O:24][CH3:25])[N:22]=2)[C:17](=[O:35])[C:16]([C:36]([OH:38])=[O:37])=[CH:15]1)[CH:11]([CH3:13])[CH3:12]. The yield is 0.830.